Task: Predict the reactants needed to synthesize the given product.. Dataset: Full USPTO retrosynthesis dataset with 1.9M reactions from patents (1976-2016) (1) Given the product [CH:25]1([CH2:31][NH:32][C:2]2[S:3][C:4]3[CH:10]=[C:9]([CH2:11][N:12]4[C:16]5[CH:17]=[C:18]([O:23][CH3:24])[C:19]([O:21][CH3:22])=[CH:20][C:15]=5[N:14]=[CH:13]4)[CH:8]=[CH:7][C:5]=3[N:6]=2)[CH2:30][CH2:29][CH2:28][CH2:27][CH2:26]1, predict the reactants needed to synthesize it. The reactants are: Br[C:2]1[S:3][C:4]2[CH:10]=[C:9]([CH2:11][N:12]3[C:16]4[CH:17]=[C:18]([O:23][CH3:24])[C:19]([O:21][CH3:22])=[CH:20][C:15]=4[N:14]=[CH:13]3)[CH:8]=[CH:7][C:5]=2[N:6]=1.[CH:25]1([CH2:31][NH2:32])[CH2:30][CH2:29][CH2:28][CH2:27][CH2:26]1.CCN(C(C)C)C(C)C. (2) Given the product [C:1]([N:4]1[C:13]2[C:8](=[CH:9][C:10]([C:14]3[CH2:19][CH2:18][N:17]([C:20]([O:22][C:23]([CH3:26])([CH3:25])[CH3:24])=[O:21])[CH2:16][CH:15]=3)=[CH:11][CH:12]=2)[C@H:7]([NH:27][C:33]2[CH:42]=[CH:41][C:36]([C:37](=[O:38])[NH:39][CH3:40])=[CH:35][CH:34]=2)[C@@H:6]([CH3:28])[C@@H:5]1[CH:29]1[CH2:30][CH2:31]1)(=[O:3])[CH3:2], predict the reactants needed to synthesize it. The reactants are: [C:1]([N:4]1[C:13]2[C:8](=[CH:9][C:10]([C:14]3[CH2:19][CH2:18][N:17]([C:20]([O:22][C:23]([CH3:26])([CH3:25])[CH3:24])=[O:21])[CH2:16][CH:15]=3)=[CH:11][CH:12]=2)[C@H:7]([NH2:27])[C@@H:6]([CH3:28])[C@@H:5]1[CH:29]1[CH2:31][CH2:30]1)(=[O:3])[CH3:2].Br[C:33]1[CH:42]=[CH:41][C:36]([C:37]([NH:39][CH3:40])=[O:38])=[CH:35][CH:34]=1.CC(C)([O-])C.[Na+].CN(C1C(C2C(P(C3CCCCC3)C3CCCCC3)=CC=CC=2)=CC=CC=1)C. (3) The reactants are: [C:1]([O:5][C:6]([N:8]1[CH2:13][CH2:12][C:11](=O)[CH2:10][CH2:9]1)=[O:7])([CH3:4])([CH3:3])[CH3:2].[NH:15]1[CH2:20][CH2:19]OCC1.CC[N:23](CC)CC.[Cl:28][C:29]1[CH:37]=[CH:36]C(C(Cl)=O)=[CH:31][C:30]=1[CH3:38]. Given the product [C:1]([O:5][C:6]([N:8]1[CH2:13][CH2:12][C:11]2[NH:23][N:15]=[C:20]([C:19]3[CH:36]=[CH:37][C:29]([Cl:28])=[C:30]([CH3:38])[CH:31]=3)[C:10]=2[CH2:9]1)=[O:7])([CH3:4])([CH3:3])[CH3:2], predict the reactants needed to synthesize it. (4) Given the product [Br:16][C:6]1[C:5]2[C:9](=[CH:10][C:2]([Br:1])=[CH:3][CH:4]=2)[N:8]([CH2:11][CH2:12][CH2:13][O:14][CH3:15])[CH:7]=1, predict the reactants needed to synthesize it. The reactants are: [Br:1][C:2]1[CH:10]=[C:9]2[C:5]([CH:6]=[CH:7][N:8]2[CH2:11][CH2:12][CH2:13][O:14][CH3:15])=[CH:4][CH:3]=1.[Br:16]N1C(=O)CCC1=O. (5) Given the product [CH:1]1[C:6]([F:7])=[CH:5][C:4]([F:8])=[C:3]([C:9]([OH:22])([CH2:10][N:11]2[N:15]=[CH:14][N:13]=[CH:12]2)[CH2:16][N:17]2[N:21]=[CH:20][N:19]=[CH:18]2)[CH:2]=1.[CH:35]1[CH:36]=[CH:37][CH:38]=[CH:39][CH:40]=1, predict the reactants needed to synthesize it. The reactants are: [CH:1]1[C:6]([F:7])=[CH:5][C:4]([F:8])=[C:3]([C:9]([OH:22])([CH2:16][N:17]2[N:21]=[CH:20][N:19]=[CH:18]2)[CH2:10][N:11]2[N:15]=[CH:14][N:13]=[CH:12]2)[CH:2]=1.[C:35](O)(=O)[CH2:36][CH2:37][CH2:38][CH2:39][CH2:40]CC/C=C\CC[CH2:35][CH2:36][CH2:37][CH2:38][CH2:39][CH3:40]. (6) Given the product [CH3:15][S:16]([C:19]1[CH:24]=[CH:23][C:22]([O:25][CH2:3][C:4]2[C:13]3[C:8](=[CH:9][CH:10]=[CH:11][CH:12]=3)[N:7]=[C:6]([CH3:14])[CH:5]=2)=[CH:21][CH:20]=1)(=[O:17])=[O:18], predict the reactants needed to synthesize it. The reactants are: Cl.Cl[CH2:3][C:4]1[C:13]2[C:8](=[CH:9][CH:10]=[CH:11][CH:12]=2)[N:7]=[C:6]([CH3:14])[CH:5]=1.[CH3:15][S:16]([C:19]1[CH:24]=[CH:23][C:22]([OH:25])=[CH:21][CH:20]=1)(=[O:18])=[O:17].[OH-].[Na+].O. (7) Given the product [C:27]([O:31][C:32]([NH:34][CH2:35][C:36]([NH:1][CH2:2][C:3]1[CH:4]=[CH:5][C:6]([NH:9]/[C:10](=[C:17]2\[C:18](=[O:26])[NH:19][C:20]3[C:25]\2=[CH:24][CH:23]=[CH:22][CH:21]=3)/[C:11]2[CH:16]=[CH:15][CH:14]=[CH:13][CH:12]=2)=[CH:7][CH:8]=1)=[O:37])=[O:33])([CH3:30])([CH3:29])[CH3:28], predict the reactants needed to synthesize it. The reactants are: [NH2:1][CH2:2][C:3]1[CH:8]=[CH:7][C:6]([NH:9]/[C:10](=[C:17]2\[C:18](=[O:26])[NH:19][C:20]3[C:25]\2=[CH:24][CH:23]=[CH:22][CH:21]=3)/[C:11]2[CH:16]=[CH:15][CH:14]=[CH:13][CH:12]=2)=[CH:5][CH:4]=1.[C:27]([O:31][C:32]([NH:34][CH2:35][C:36](O)=[O:37])=[O:33])([CH3:30])([CH3:29])[CH3:28].CN(C(ON1N=NC2C=CC=CC1=2)=[N+](C)C)C.[B-](F)(F)(F)F.C1C=CC2N(O)N=NC=2C=1.C(N(C(C)C)C(C)C)C.